From a dataset of Forward reaction prediction with 1.9M reactions from USPTO patents (1976-2016). Predict the product of the given reaction. (1) Given the reactants OO.[N:3]1([CH2:9][CH2:10][NH:11][C:12]2[N:13]=[N+:14]([O-:25])[C:15]3[CH:24]=[C:23]4[C:19]([CH2:20][CH2:21][CH2:22]4)=[CH:18][C:16]=3[N:17]=2)[CH2:8][CH2:7][O:6][CH2:5][CH2:4]1.C([O-])([O-])=[O:27].[Na+].[Na+], predict the reaction product. The product is: [N:3]1([CH2:9][CH2:10][NH:11][C:12]2[N:13]=[N+:14]([O-:25])[C:15]3[CH:24]=[C:23]4[C:19]([CH2:20][CH2:21][CH2:22]4)=[CH:18][C:16]=3[N+:17]=2[O-:27])[CH2:8][CH2:7][O:6][CH2:5][CH2:4]1. (2) Given the reactants Cl.[CH2:2]([NH2:4])[CH3:3].C[Al](C)C.[CH3:9][N:10]1[C:14]([NH:15][C:16](=[O:32])[C@@H:17]([NH:25][CH2:26][C:27](OCC)=[O:28])[CH2:18][C:19]2[CH:24]=[CH:23][CH:22]=[CH:21][CH:20]=2)=[CH:13][C:12]([C:33]2[CH:38]=[CH:37][N:36]=[CH:35][CH:34]=2)=[N:11]1.[Cl-].[NH4+], predict the reaction product. The product is: [CH2:2]([NH:4][C:27]([CH2:26][NH:25][C@@H:17]([CH2:18][C:19]1[CH:24]=[CH:23][CH:22]=[CH:21][CH:20]=1)[C:16]([NH:15][C:14]1[N:10]([CH3:9])[N:11]=[C:12]([C:33]2[CH:38]=[CH:37][N:36]=[CH:35][CH:34]=2)[CH:13]=1)=[O:32])=[O:28])[CH3:3]. (3) Given the reactants Cl[C:2]1[N:7]=[C:6]([N:8]2[C@H:12]([C:13]3[CH:18]=[CH:17][CH:16]=[CH:15][CH:14]=3)[CH2:11][O:10][C:9]2=[O:19])[CH:5]=[CH:4][N:3]=1.Cl.[C:21]1([C:30]2[CH:35]=[CH:34][CH:33]=[CH:32][CH:31]=2)[CH:26]=[CH:25][C:24]([CH:27]([NH2:29])[CH3:28])=[CH:23][CH:22]=1.CCN(C(C)C)C(C)C, predict the reaction product. The product is: [C:21]1([C:30]2[CH:31]=[CH:32][CH:33]=[CH:34][CH:35]=2)[CH:22]=[CH:23][C:24]([C@H:27]([NH:29][C:2]2[N:7]=[C:6]([N:8]3[C@H:12]([C:13]4[CH:18]=[CH:17][CH:16]=[CH:15][CH:14]=4)[CH2:11][O:10][C:9]3=[O:19])[CH:5]=[CH:4][N:3]=2)[CH3:28])=[CH:25][CH:26]=1.[C:21]1([C:30]2[CH:31]=[CH:32][CH:33]=[CH:34][CH:35]=2)[CH:22]=[CH:23][C:24]([C@@H:27]([NH:29][C:2]2[N:7]=[C:6]([N:8]3[C@H:12]([C:13]4[CH:18]=[CH:17][CH:16]=[CH:15][CH:14]=4)[CH2:11][O:10][C:9]3=[O:19])[CH:5]=[CH:4][N:3]=2)[CH3:28])=[CH:25][CH:26]=1. (4) Given the reactants [F:1][C:2]1[C:3]([NH:12][C:13]2[CH:18]=[CH:17][C:16]([CH2:19][CH2:20][OH:21])=[CH:15][C:14]=2[F:22])=[C:4]([CH:8]=[CH:9][C:10]=1[F:11])[C:5]([OH:7])=O.[NH2:23][O:24][CH2:25][CH2:26][OH:27].C[N+]1(C2N=C(OC)N=C(OC)N=2)CCOCC1.[Cl-], predict the reaction product. The product is: [F:1][C:2]1[C:3]([NH:12][C:13]2[CH:18]=[CH:17][C:16]([CH2:19][CH2:20][OH:21])=[CH:15][C:14]=2[F:22])=[C:4]([CH:8]=[CH:9][C:10]=1[F:11])[C:5]([NH:23][O:24][CH2:25][CH2:26][OH:27])=[O:7]. (5) Given the reactants CO[C:3](=[O:12])[CH2:4][CH2:5][C:6]1[S:10][C:9]([NH2:11])=[N:8][CH:7]=1.[Li+].[OH-].[F:15][C:16]1[CH:17]=[C:18]([CH:20]=[CH:21][CH:22]=1)[NH2:19], predict the reaction product. The product is: [NH2:11][C:9]1[S:10][C:6]([CH2:5][CH2:4][C:3]([NH:19][C:18]2[CH:20]=[CH:21][CH:22]=[C:16]([F:15])[CH:17]=2)=[O:12])=[CH:7][N:8]=1. (6) Given the reactants [N:1]12[CH2:8][CH2:7][CH:4]([CH2:5][CH2:6]1)[CH:3]([NH2:9])[CH2:2]2.C1N=CN([C:15](N2C=NC=C2)=[O:16])C=1.[CH3:22][O:23][C:24]1[CH:25]=[C:26]([C:30]([NH2:33])([CH3:32])[CH3:31])[CH:27]=[CH:28][CH:29]=1, predict the reaction product. The product is: [CH3:22][O:23][C:24]1[CH:25]=[C:26]([C:30]([NH:33][C:15]([NH:9][CH:3]2[CH:4]3[CH2:7][CH2:8][N:1]([CH2:6][CH2:5]3)[CH2:2]2)=[O:16])([CH3:31])[CH3:32])[CH:27]=[CH:28][CH:29]=1. (7) Given the reactants C([O:3][C:4](=[O:37])[C:5]1[CH:10]=[CH:9][C:8](/[CH:11]=[CH:12]/[C:13]2[C:22]([CH2:23][N:24]3[CH:28]=[CH:27][CH:26]=[N:25]3)=[CH:21][C:20]3[C:19]([CH3:30])([CH3:29])[CH:18]([O:31]C(=O)C)[CH2:17][C:16]([CH3:36])([CH3:35])[C:15]=3[CH:14]=2)=[CH:7][CH:6]=1)C, predict the reaction product. The product is: [CH3:29][C:19]1([CH3:30])[CH:18]([OH:31])[CH2:17][C:16]([CH3:35])([CH3:36])[C:15]2[CH:14]=[C:13](/[CH:12]=[CH:11]/[C:8]3[CH:7]=[CH:6][C:5]([C:4]([OH:37])=[O:3])=[CH:10][CH:9]=3)[C:22]([CH2:23][N:24]3[CH:28]=[CH:27][CH:26]=[N:25]3)=[CH:21][C:20]1=2. (8) Given the reactants [Br:1][CH2:2][C:3]1[CH:11]=[CH:10][C:6]([C:7]([OH:9])=[O:8])=[CH:5][CH:4]=1.[F:12][C:13]1[C:18](O)=[C:17]([F:20])[C:16]([F:21])=[C:15]([F:22])[C:14]=1[F:23].C1(N=C=NC2CCCCC2)CCCCC1, predict the reaction product. The product is: [Br:1][CH2:2][C:3]1[CH:11]=[CH:10][C:6]([C:7]([O:9][C:18]2[C:17]([F:20])=[C:16]([F:21])[C:15]([F:22])=[C:14]([F:23])[C:13]=2[F:12])=[O:8])=[CH:5][CH:4]=1. (9) The product is: [CH3:1][O:2][N:3]1[C:8]([CH3:9])([CH3:10])[CH2:7][C:6]2([O:11][CH2:17][NH:18][C:25]2=[O:28])[CH2:5][C:4]1([CH3:13])[CH3:12]. Given the reactants [CH3:1][O:2][N:3]1[C:8]([CH3:10])([CH3:9])[CH2:7][C:6](=[O:11])[CH2:5][C:4]1([CH3:13])[CH3:12].CC(O)([C:17]#[N:18])C.S(=O)(=O)(O)O.[C:25]([O-:28])(O)=O.[Na+], predict the reaction product. (10) Given the reactants C(OC([NH:8][C@H:9]([C:17]([O:19][CH2:20][C:21]12[CH2:30][CH:25]3[CH2:26][CH:27]([CH2:29][CH:23]([CH2:24]3)[CH2:22]1)[CH2:28]2)=[O:18])[CH2:10][C:11]1[CH:16]=[CH:15][CH:14]=[CH:13][CH:12]=1)=O)(C)(C)C.[ClH:31], predict the reaction product. The product is: [ClH:31].[NH2:8][C@H:9]([C:17]([O:19][CH2:20][C:21]12[CH2:30][CH:25]3[CH2:24][CH:23]([CH2:29][CH:27]([CH2:26]3)[CH2:28]1)[CH2:22]2)=[O:18])[CH2:10][C:11]1[CH:12]=[CH:13][CH:14]=[CH:15][CH:16]=1.